This data is from Reaction yield outcomes from USPTO patents with 853,638 reactions. The task is: Predict the reaction yield, written as a fraction of the theoretical maximum amount of product (1.0 means a 100% yield; for example, 0.34 means a 34% yield). (1) The reactants are Br[C:2]1[CH:3]=[C:4]2[C:9](=[CH:10][CH:11]=1)[N:8](C(=O)C(F)(F)F)[C@@H:7]([CH3:18])[CH2:6][N:5]2[C:19]([CH:21]1[CH2:23][CH2:22]1)=[O:20].[CH:24]1([N:27]2[CH:31]=[C:30](B3OC(C)(C)C(C)(C)O3)[CH:29]=[N:28]2)[CH2:26][CH2:25]1.C(=O)([O-])[O-].[Cs+].[Cs+]. The catalyst is O1CCOCC1.O.CC(C1C=C(C(C)C)C(C2C=CC=C(P(C3CCCCC3)C3CCCCC3)C=2)=C(C(C)C)C=1)C.C1C=[C-]C(C2C(N)=CC=CC=2)=CC=1.Cl[Pd+]. The product is [CH:21]1([C:19]([N:5]2[C:4]3[C:9](=[CH:10][CH:11]=[C:2]([C:30]4[CH:29]=[N:28][N:27]([CH:24]5[CH2:26][CH2:25]5)[CH:31]=4)[CH:3]=3)[NH:8][C@@H:7]([CH3:18])[CH2:6]2)=[O:20])[CH2:22][CH2:23]1. The yield is 0.790. (2) The reactants are Br[CH2:2][C:3]1[CH:28]=[CH:27][C:6]2[S:7][C:8]([C:11]3[CH:16]=[CH:15][C:14]([C:17]4[CH:22]=[CH:21][CH:20]=[CH:19][CH:18]=4)=[C:13]([C:23]([F:26])([F:25])[F:24])[CH:12]=3)=[C:9]([Cl:10])[C:5]=2[CH:4]=1.Cl.[C:30]([O:34][C:35](=[O:39])[CH2:36][CH2:37][NH2:38])([CH3:33])([CH3:32])[CH3:31].C([O-])([O-])=O.[K+].[K+]. The catalyst is CN(C=O)C.CCOC(C)=O. The product is [C:30]([O:34][C:35](=[O:39])[CH2:36][CH2:37][NH:38][CH2:2][C:3]1[CH:28]=[CH:27][C:6]2[S:7][C:8]([C:11]3[CH:16]=[CH:15][C:14]([C:17]4[CH:22]=[CH:21][CH:20]=[CH:19][CH:18]=4)=[C:13]([C:23]([F:26])([F:25])[F:24])[CH:12]=3)=[C:9]([Cl:10])[C:5]=2[CH:4]=1)([CH3:33])([CH3:32])[CH3:31]. The yield is 0.760. (3) The reactants are [Br:1][C:2]1[C:3]([O:9][CH3:10])=[CH:4][C:5]([OH:8])=[N:6][CH:7]=1.[CH2:11](I)[CH3:12]. The catalyst is C(Cl)(Cl)Cl. The product is [Br:1][C:2]1[C:3]([O:9][CH3:10])=[CH:4][C:5]([O:8][CH2:11][CH3:12])=[N:6][CH:7]=1. The yield is 0.640.